This data is from Reaction yield outcomes from USPTO patents with 853,638 reactions. The task is: Predict the reaction yield, written as a fraction of the theoretical maximum amount of product (1.0 means a 100% yield; for example, 0.34 means a 34% yield). (1) The product is [CH2:13]([O:12][C:10]1[CH:11]=[C:6]2[C:7]([C:22]([OH:24])=[CH:23][CH:2]=[N:5]2)=[CH:8][C:9]=1[O:20][CH3:21])[C:14]1[CH:19]=[CH:18][CH:17]=[CH:16][CH:15]=1. The catalyst is COCCOC.O. The yield is 0.720. The reactants are [O-][CH2:2]C.[Na+].[NH2:5][C:6]1[CH:11]=[C:10]([O:12][CH2:13][C:14]2[CH:19]=[CH:18][CH:17]=[CH:16][CH:15]=2)[C:9]([O:20][CH3:21])=[CH:8][C:7]=1[C:22](=[O:24])[CH3:23].C(OCC)=O.Cl. (2) The reactants are [O:1]1[C:5]2[CH:6]=[CH:7][CH:8]=[CH:9][C:4]=2[N:3]=[C:2]1[NH:10][C:11]1[CH:16]=[CH:15][C:14]([CH2:17][C:18]([O:20]C(C)(C)C)=[O:19])=[CH:13][C:12]=1[CH3:25].FC(F)(F)C(O)=O. The catalyst is C(Cl)Cl. The product is [O:1]1[C:5]2[CH:6]=[CH:7][CH:8]=[CH:9][C:4]=2[N:3]=[C:2]1[NH:10][C:11]1[CH:16]=[CH:15][C:14]([CH2:17][C:18]([OH:20])=[O:19])=[CH:13][C:12]=1[CH3:25]. The yield is 0.950. (3) The product is [OH:26][C:21]1[CH:22]=[CH:23][CH:24]=[C:25]2[C:20]=1[CH2:19][CH2:18][N:17]([C:9]([O:11][C:12]([CH3:13])([CH3:14])[CH3:15])=[O:10])[CH2:16]2. The catalyst is [OH-].[Na+].O1CCOCC1.ClCCl. The reactants are [C:9](O[C:9]([O:11][C:12]([CH3:15])([CH3:14])[CH3:13])=[O:10])([O:11][C:12]([CH3:15])([CH3:14])[CH3:13])=[O:10].[CH2:16]1[C:25]2[CH:24]=[CH:23][CH:22]=[C:21]([OH:26])[C:20]=2[CH2:19][CH2:18][NH:17]1.CO.CCCCC. The yield is 0.840. (4) The reactants are Cl[C:2]1[C:7]([C:8]2[CH:13]=[CH:12][CH:11]=[CH:10][C:9]=2[F:14])=[C:6]([Cl:15])[N:5]=[C:4]([S:16][CH3:17])[N:3]=1.[CH:18]1([NH2:23])[CH2:22][CH2:21][CH2:20][CH2:19]1.C(OCC)(=O)C. The product is [Cl:15][C:6]1[C:7]([C:8]2[CH:13]=[CH:12][CH:11]=[CH:10][C:9]=2[F:14])=[C:2]([NH:23][CH:18]2[CH2:22][CH2:21][CH2:20][CH2:19]2)[N:3]=[C:4]([S:16][CH3:17])[N:5]=1. The yield is 1.00. The catalyst is C(Cl)Cl.C(OC(=O)C)C.C(OCC)C. (5) The reactants are [NH:1]1[C:9]2[C:4](=[CH:5][CH:6]=[CH:7][CH:8]=2)[CH:3]=[C:2]1[CH:10]([CH3:16])[C:11]([O:13][CH2:14][CH3:15])=[O:12].[N+:17]([O-])([O-:19])=[O:18].[Na+]. The catalyst is S(=O)(=O)(O)O. The product is [N+:17]([C:6]1[CH:5]=[C:4]2[C:9](=[CH:8][CH:7]=1)[NH:1][C:2]([CH:10]([CH3:16])[C:11]([O:13][CH2:14][CH3:15])=[O:12])=[CH:3]2)([O-:19])=[O:18]. The yield is 0.310.